This data is from Forward reaction prediction with 1.9M reactions from USPTO patents (1976-2016). The task is: Predict the product of the given reaction. (1) Given the reactants [Cl:1][C:2]1[CH:3]=[C:4]2[C:12](=[C:13]([NH2:15])[CH:14]=1)[NH:11][C:10]1[CH:9]=[N:8][CH:7]=[CH:6][C:5]2=1.[CH3:16][N:17]1[C:21](=[O:22])[CH2:20][CH:19]([C:23](O)=[O:24])[C:18]1([CH3:27])[CH3:26].C([O-])(=O)C.[NH4+], predict the reaction product. The product is: [Cl:1][C:2]1[CH:3]=[C:4]2[C:12](=[C:13]([NH:15][C:23]([CH:19]3[CH2:20][C:21](=[O:22])[N:17]([CH3:16])[C:18]3([CH3:27])[CH3:26])=[O:24])[CH:14]=1)[NH:11][C:10]1[CH:9]=[N:8][CH:7]=[CH:6][C:5]2=1. (2) Given the reactants [F:1][C:2]1[C:11]([CH2:12][C:13]([NH:15][NH2:16])=O)=[C:10]([F:17])[CH:9]=[C:8]2[C:3]=1[CH:4]=[C:5]([N:18]1[CH2:23][CH2:22][O:21][CH2:20][CH2:19]1)[CH:6]=[N:7]2.[Cl:24][C:25]1[N:26]=[N:27][C:28](Cl)=[CH:29][CH:30]=1, predict the reaction product. The product is: [Cl:24][C:25]1[CH:30]=[CH:29][C:28]2[N:15]([C:13]([CH2:12][C:11]3[C:2]([F:1])=[C:3]4[C:8](=[CH:9][C:10]=3[F:17])[N:7]=[CH:6][C:5]([N:18]3[CH2:23][CH2:22][O:21][CH2:20][CH2:19]3)=[CH:4]4)=[N:26][N:27]=2)[N:16]=1. (3) Given the reactants [C:1]([O:5][C:6]([NH:8][C:9]1([C:12]([OH:14])=O)[CH2:11][CH2:10]1)=[O:7])([CH3:4])([CH3:3])[CH3:2].[Br:15][C:16]1[CH:22]=[CH:21][C:19]([NH2:20])=[CH:18][CH:17]=1.CCOC1N(C(OCC)=O)C2C(=CC=CC=2)C=C1.C(N(CC)CC)C, predict the reaction product. The product is: [C:1]([O:5][C:6](=[O:7])[NH:8][C:9]1([C:12](=[O:14])[NH:20][C:19]2[CH:21]=[CH:22][C:16]([Br:15])=[CH:17][CH:18]=2)[CH2:10][CH2:11]1)([CH3:2])([CH3:3])[CH3:4]. (4) Given the reactants Cl[C:2]1[N:7]=[C:6]2[N:8]([CH3:11])[N:9]=[CH:10][C:5]2=[C:4]([NH:12][C:13]2[CH:18]=[CH:17][CH:16]=[C:15]([O:19][CH3:20])[CH:14]=2)[N:3]=1.[CH3:21][C:22]1[C:26](B2OC(C)(C)C(C)(C)O2)=[CH:25][NH:24][N:23]=1, predict the reaction product. The product is: [CH3:20][O:19][C:15]1[CH:14]=[C:13]([NH:12][C:4]2[N:3]=[C:2]([C:26]3[C:22]([CH3:21])=[N:23][NH:24][CH:25]=3)[N:7]=[C:6]3[N:8]([CH3:11])[N:9]=[CH:10][C:5]=23)[CH:18]=[CH:17][CH:16]=1. (5) Given the reactants [OH:1]O.[F:3][C:4]1[C:16]2[CH2:15][C:14]3[C:9](=[CH:10][CH:11]=[CH:12][C:13]=3[F:17])[C:8]=2[CH:7]=[CH:6][C:5]=1B(O)O.O, predict the reaction product. The product is: [F:3][C:4]1[C:16]2[CH2:15][C:14]3[C:9](=[CH:10][CH:11]=[CH:12][C:13]=3[F:17])[C:8]=2[CH:7]=[CH:6][C:5]=1[OH:1].